From a dataset of TCR-epitope binding with 47,182 pairs between 192 epitopes and 23,139 TCRs. Binary Classification. Given a T-cell receptor sequence (or CDR3 region) and an epitope sequence, predict whether binding occurs between them. (1) The epitope is FADDLNQLTGY. The TCR CDR3 sequence is CASSPGLNTGELFF. Result: 0 (the TCR does not bind to the epitope). (2) The epitope is MPASWVMRI. The TCR CDR3 sequence is CASSFLSGRRTETQYF. Result: 1 (the TCR binds to the epitope). (3) The epitope is HPKVSSEVHI. The TCR CDR3 sequence is CASSLDPGNFYEQYF. Result: 0 (the TCR does not bind to the epitope). (4) The epitope is KEIDRLNEV. The TCR CDR3 sequence is CASSLYSYNEQFF. Result: 1 (the TCR binds to the epitope). (5) The epitope is PROT_97E67BCC. Result: 0 (the TCR does not bind to the epitope). The TCR CDR3 sequence is CASSQVDRGQGGELFF. (6) The epitope is VTIAEILLI. The TCR CDR3 sequence is CSRGDSDKTQYF. Result: 1 (the TCR binds to the epitope). (7) The epitope is TSNQVAVLY. The TCR CDR3 sequence is CSASGVSGGYSYNEQFF. Result: 0 (the TCR does not bind to the epitope).